From a dataset of Catalyst prediction with 721,799 reactions and 888 catalyst types from USPTO. Predict which catalyst facilitates the given reaction. (1) Reactant: P(Cl)(Cl)([Cl:3])=O.[CH3:6][C:7]1([CH3:29])[CH2:16][C:15]2[C:10](=[C:11]3[CH2:20][C:19]([CH3:22])([CH3:21])[O:18][C:12]3=[C:13](O)[CH:14]=2)[C:9]([C:23]2[CH:28]=[CH:27][CH:26]=[CH:25][CH:24]=2)=[N:8]1.[OH-].[Na+]. Product: [ClH:3].[Cl:3][C:13]1[CH:14]=[C:15]2[C:10](=[C:11]3[CH2:20][C:19]([CH3:22])([CH3:21])[O:18][C:12]=13)[C:9]([C:23]1[CH:24]=[CH:25][CH:26]=[CH:27][CH:28]=1)=[N:8][C:7]([CH3:6])([CH3:29])[CH2:16]2. The catalyst class is: 9. (2) The catalyst class is: 12. Product: [CH2:1]([N:3]([S:11]([C:14]1[CH:15]=[CH:16][C:17]([F:20])=[CH:18][CH:19]=1)(=[O:13])=[O:12])[C:4](=[CH2:9])[C:5]([OH:7])=[O:6])[CH3:2]. Reactant: [CH2:1]([N:3]([S:11]([C:14]1[CH:19]=[CH:18][C:17]([F:20])=[CH:16][CH:15]=1)(=[O:13])=[O:12])[C@@H:4]([CH2:9]O)[C:5]([O:7]C)=[O:6])[CH3:2].[OH-].[Na+]. (3) Reactant: C(OC([N:8]1[CH2:13][CH2:12][CH:11]([NH:14][C:15](=[O:24])[CH2:16][C:17]2[CH:22]=[CH:21][C:20]([Cl:23])=[CH:19][CH:18]=2)[CH2:10][CH2:9]1)=O)(C)(C)C.FC(F)(F)C(O)=O. Product: [Cl:23][C:20]1[CH:21]=[CH:22][C:17]([CH2:16][C:15]([NH:14][CH:11]2[CH2:12][CH2:13][NH:8][CH2:9][CH2:10]2)=[O:24])=[CH:18][CH:19]=1. The catalyst class is: 4.